Predict the reaction yield, written as a fraction of the theoretical maximum amount of product (1.0 means a 100% yield; for example, 0.34 means a 34% yield). From a dataset of Reaction yield outcomes from USPTO patents with 853,638 reactions. (1) The reactants are C[O:2][C:3]([C:5]1[S:6][C:7]([C:20]2[CH:25]=[CH:24][CH:23]=[CH:22][CH:21]=2)=[CH:8][C:9]=1[NH:10][CH2:11][C:12]1[CH:17]=[CH:16][C:15]([Cl:18])=[CH:14][C:13]=1[Cl:19])=[O:4].[Li+].[OH-]. The catalyst is C1COCC1.CO.O. The product is [Cl:19][C:13]1[CH:14]=[C:15]([Cl:18])[CH:16]=[CH:17][C:12]=1[CH2:11][NH:10][C:9]1[CH:8]=[C:7]([C:20]2[CH:21]=[CH:22][CH:23]=[CH:24][CH:25]=2)[S:6][C:5]=1[C:3]([OH:4])=[O:2]. The yield is 0.630. (2) The reactants are [C:1]([O:5][C:6]([N:8]1[CH2:13][CH2:12][CH:11]([C:14](=[O:26])[C:15]2[CH:20]=[CH:19][CH:18]=[C:17]([C:21]([F:24])([F:23])[F:22])[C:16]=2F)[CH2:10][CH2:9]1)=[O:7])([CH3:4])([CH3:3])[CH3:2].[C:27]([O:31][CH3:32])(=[O:30])[CH2:28][SH:29].C1COCC1.[H-].[Na+]. The catalyst is C(OCC)(=O)C.C(OCC)(=O)C.CCCCCCC. The product is [C:1]([O:5][C:6]([N:8]1[CH2:13][CH2:12][CH:11]([C:14]2([OH:26])[CH:28]([C:27]([O:31][CH3:32])=[O:30])[S:29][C:16]3[C:17]([C:21]([F:22])([F:24])[F:23])=[CH:18][CH:19]=[CH:20][C:15]2=3)[CH2:10][CH2:9]1)=[O:7])([CH3:4])([CH3:3])[CH3:2]. The yield is 0.560. (3) The reactants are [CH2:1]([O:3][C:4](=[O:31])[C:5]([O:8][C:9]1[CH:14]=[CH:13][C:12]([O:15][CH2:16][CH2:17][C:18]2[N:19]=[C:20]([C:24]3[CH:29]=[CH:28][C:27](Br)=[CH:26][CH:25]=3)[O:21][C:22]=2[CH3:23])=[CH:11][CH:10]=1)([CH3:7])[CH3:6])[CH3:2].[Cu][C:33]#[N:34]. The catalyst is CN(C)C=O.[Cu]I. The product is [CH2:1]([O:3][C:4](=[O:31])[C:5]([O:8][C:9]1[CH:14]=[CH:13][C:12]([O:15][CH2:16][CH2:17][C:18]2[N:19]=[C:20]([C:24]3[CH:29]=[CH:28][C:27]([C:33]#[N:34])=[CH:26][CH:25]=3)[O:21][C:22]=2[CH3:23])=[CH:11][CH:10]=1)([CH3:7])[CH3:6])[CH3:2]. The yield is 0.870. (4) The reactants are [CH2:1](Br)[C:2]1[CH:7]=[CH:6][CH:5]=[CH:4][CH:3]=1.[O:9]=[CH:10][C:11]1[CH:19]=[CH:18][C:16]([OH:17])=[C:13]([O:14][CH3:15])[CH:12]=1.C(=O)([O-])[O-].[K+].[K+]. The catalyst is CC(C)=O. The product is [CH2:1]([O:17][C:16]1[CH:18]=[CH:19][C:11]([CH:10]=[O:9])=[CH:12][C:13]=1[O:14][CH3:15])[C:2]1[CH:7]=[CH:6][CH:5]=[CH:4][CH:3]=1. The yield is 0.640. (5) The reactants are C([O:4][C:5]1[CH:14]=[CH:13][C:12]2[C:7](=[C:8]([CH:15]=[CH2:16])[CH:9]=[CH:10][CH:11]=2)[N:6]=1)(=O)C.O. The catalyst is CO. The product is [OH:4][C:5]1[CH:14]=[CH:13][C:12]2[C:7](=[C:8]([CH:15]=[CH2:16])[CH:9]=[CH:10][CH:11]=2)[N:6]=1. The yield is 1.00. (6) The reactants are [Cl:1][C:2]1[CH:3]=[CH:4][C:5]([O:25][CH3:26])=[C:6]([C:8]2[C:12]([NH:13][C:14]([C:16]3[CH:17]=[N:18][N:19]4[CH:24]=[CH:23][CH:22]=[N:21][C:20]=34)=[O:15])=[CH:11][NH:10][N:9]=2)[CH:7]=1.Br[C:28]([CH3:35])([CH3:34])[C:29]([O:31][CH2:32][CH3:33])=[O:30].C(=O)([O-])[O-].[Cs+].[Cs+]. The catalyst is CN(C)C=O. The product is [Cl:1][C:2]1[CH:3]=[CH:4][C:5]([O:25][CH3:26])=[C:6]([C:8]2[C:12]([NH:13][C:14]([C:16]3[CH:17]=[N:18][N:19]4[CH:24]=[CH:23][CH:22]=[N:21][C:20]=34)=[O:15])=[CH:11][N:10]([C:28]([CH3:35])([CH3:34])[C:29]([O:31][CH2:32][CH3:33])=[O:30])[N:9]=2)[CH:7]=1. The yield is 0.840. (7) The reactants are [Cl:1][C:2]1[C:3](Cl)=[C:4]2[N:10]=[C:9]([C:11]3[CH:16]=[CH:15][C:14]([N+:17]([O-:19])=[O:18])=[CH:13][CH:12]=3)[NH:8][C:5]2=[N:6][CH:7]=1.[NH2:21][C:22]1[CH:27]=[CH:26][CH:25]=[CH:24][CH:23]=1.O.C1(C)C=CC(S(O)(=O)=O)=CC=1.C(OCC)(=O)C. The catalyst is ClC1C=CC=CC=1Cl.CO. The product is [Cl:1][C:2]1[C:3]([NH:21][C:22]2[CH:27]=[CH:26][CH:25]=[CH:24][CH:23]=2)=[C:4]2[N:10]=[C:9]([C:11]3[CH:16]=[CH:15][C:14]([N+:17]([O-:19])=[O:18])=[CH:13][CH:12]=3)[NH:8][C:5]2=[N:6][CH:7]=1. The yield is 0.770.